From a dataset of Forward reaction prediction with 1.9M reactions from USPTO patents (1976-2016). Predict the product of the given reaction. (1) Given the reactants [F:1][C:2]1[CH:7]=[CH:6][C:5]([C:8]2[CH:9]=[CH:10][C:11]3[N:17]=[C:16]([C:18]4[CH:23]=[CH:22][CH:21]=[C:20]([N+:24]([O-])=O)[CH:19]=4)[CH2:15][C:14](=[O:27])[NH:13][C:12]=3[CH:28]=2)=[CH:4][CH:3]=1, predict the reaction product. The product is: [NH2:24][C:20]1[CH:19]=[C:18]([C:16]2[CH2:15][C:14](=[O:27])[NH:13][C:12]3[CH:28]=[C:8]([C:5]4[CH:4]=[CH:3][C:2]([F:1])=[CH:7][CH:6]=4)[CH:9]=[CH:10][C:11]=3[N:17]=2)[CH:23]=[CH:22][CH:21]=1. (2) Given the reactants [N+:1]([C:4]1[CH:12]=[CH:11][C:7]([C:8]([OH:10])=O)=[CH:6][CH:5]=1)([O-:3])=[O:2].[OH2:13].[OH:13][N:15]1[C:19]2[CH:20]=[CH:21][CH:21]=[CH:20][C:19]=2[N:15]=N1.C(N([CH2:29][CH3:30])CC)C.Cl.C(N=C=NCCCN(C)C)C.[OH2:43], predict the reaction product. The product is: [N+:1]([C:4]1[CH:5]=[CH:6][C:7]([C:8]([NH:15][CH2:19][CH2:20][C:21]([O:43][CH2:29][CH3:30])=[O:13])=[O:10])=[CH:11][CH:12]=1)([O-:3])=[O:2].